This data is from Forward reaction prediction with 1.9M reactions from USPTO patents (1976-2016). The task is: Predict the product of the given reaction. (1) Given the reactants CC1(C)C(C)(C)OB([C:9]2[CH:10]=[C:11]([CH:28]=[CH:29][CH:30]=2)[CH2:12][O:13][C:14]2[CH:19]=[CH:18][CH:17]=[CH:16][C:15]=2[CH2:20][C:21]([O:23][C:24]([CH3:27])([CH3:26])[CH3:25])=[O:22])O1.Cl.[NH2:33][C@@H:34]([C:37]1[CH:42]=[CH:41][CH:40]=[C:39](Br)[C:38]=1[Cl:44])[CH2:35][OH:36].[O-]P([O-])([O-])=O.[K+].[K+].[K+].C(Cl)Cl, predict the reaction product. The product is: [NH2:33][C@@H:34]([C:37]1[C:38]([Cl:44])=[C:39]([C:9]2[CH:30]=[CH:29][CH:28]=[C:11]([CH2:12][O:13][C:14]3[CH:19]=[CH:18][CH:17]=[CH:16][C:15]=3[CH2:20][C:21]([O:23][C:24]([CH3:27])([CH3:26])[CH3:25])=[O:22])[CH:10]=2)[CH:40]=[CH:41][CH:42]=1)[CH2:35][OH:36]. (2) Given the reactants C[O:2][C:3]1[CH:4]=[CH:5][C:6]([C:9]2([CH3:14])[CH2:13][CH2:12][CH2:11][CH2:10]2)=[N:7][CH:8]=1.C([S-])C.[Na+], predict the reaction product. The product is: [CH3:14][C:9]1([C:6]2[N:7]=[CH:8][C:3]([OH:2])=[CH:4][CH:5]=2)[CH2:10][CH2:11][CH2:12][CH2:13]1. (3) Given the reactants C(C1C2C(=NC=CC=2C2C=NC3C(C=2)=CC=CC=3)N(C2C(NCCN3CC[O:37]CC3)=C(C=CC=2)C#N)N=1)(C)C.O1CCN(CCN)CC1.[CH:49]([C:52]1[C:60]2[C:55](=[N:56][CH:57]=[CH:58][C:59]=2[C:61]2[CH:62]=[N:63][C:64]3[C:69]([CH:70]=2)=[CH:68][CH:67]=[CH:66][CH:65]=3)[N:54]([C:71]2[CH:78]=[CH:77][C:74]([C:75]#[N:76])=[C:73]([NH:79][CH2:80][CH2:81][N:82]3[CH2:87][CH2:86][O:85][CH2:84][CH2:83]3)[CH:72]=2)[N:53]=1)([CH3:51])[CH3:50], predict the reaction product. The product is: [CH:49]([C:52]1[C:60]2[C:55](=[N:56][CH:57]=[CH:58][C:59]=2[C:61]2[CH:62]=[N:63][C:64]3[C:69]([CH:70]=2)=[CH:68][CH:67]=[CH:66][CH:65]=3)[N:54]([C:71]2[CH:78]=[CH:77][C:74]([C:75]([NH2:76])=[O:37])=[C:73]([NH:79][CH2:80][CH2:81][N:82]3[CH2:83][CH2:84][O:85][CH2:86][CH2:87]3)[CH:72]=2)[N:53]=1)([CH3:51])[CH3:50]. (4) The product is: [Br:1][C:2]1[CH:8]=[C:7]([C:9]([CH3:11])([CH3:10])[CH3:12])[CH:6]=[C:5]([Br:13])[CH:3]=1. Given the reactants [Br:1][C:2]1[CH:8]=[C:7]([C:9]([CH3:12])([CH3:11])[CH3:10])[CH:6]=[C:5]([Br:13])[C:3]=1N.OS(O)(=O)=O.N([O-])=O.[Na+].CCOC(C)=O, predict the reaction product. (5) Given the reactants [C:1]([O:5][C:6]([NH:8][CH:9]([CH2:15][CH:16]([CH3:21])[C:17]([F:20])([F:19])[F:18])[C:10](OCC)=[O:11])=[O:7])([CH3:4])([CH3:3])[CH3:2].[BH4-].[Na+], predict the reaction product. The product is: [F:18][C:17]([F:19])([F:20])[CH:16]([CH3:21])[CH2:15][CH:9]([NH:8][C:6](=[O:7])[O:5][C:1]([CH3:2])([CH3:4])[CH3:3])[CH2:10][OH:11]. (6) Given the reactants [OH:1][C:2]1[CH:7]=[C:6]([CH3:8])[C:5]([NH:9][CH:10]=[O:11])=[C:4]([CH3:12])[C:3]=1[CH3:13].[H-].[Na+].Br[CH2:17]/[CH:18]=[CH:19]/[C:20]1[CH:25]=[CH:24][C:23]([CH:26]([CH3:28])[CH3:27])=[CH:22][CH:21]=1.O, predict the reaction product. The product is: [CH:26]([C:23]1[CH:22]=[CH:21][C:20](/[CH:19]=[CH:18]/[CH2:17][O:1][C:2]2[CH:7]=[C:6]([CH3:8])[C:5]([NH:9][CH:10]=[O:11])=[C:4]([CH3:12])[C:3]=2[CH3:13])=[CH:25][CH:24]=1)([CH3:28])[CH3:27].